From a dataset of Reaction yield outcomes from USPTO patents with 853,638 reactions. Predict the reaction yield, written as a fraction of the theoretical maximum amount of product (1.0 means a 100% yield; for example, 0.34 means a 34% yield). The reactants are [O:1]1[C:5]2([CH2:10][CH2:9][CH:8]([OH:11])[CH2:7][CH2:6]2)[O:4][CH2:3][CH2:2]1.[H-].[Na+].[CH3:14][C:15]1([O:18][CH2:17]1)[CH3:16]. The catalyst is CN(C)C=O.O. The product is [O:1]1[C:5]2([CH2:10][CH2:9][CH:8]([O:11][CH2:14][C:15]([CH3:17])([OH:18])[CH3:16])[CH2:7][CH2:6]2)[O:4][CH2:3][CH2:2]1. The yield is 0.780.